Dataset: Catalyst prediction with 721,799 reactions and 888 catalyst types from USPTO. Task: Predict which catalyst facilitates the given reaction. (1) Reactant: [C:1]([O:5][C:6](=[O:10])[CH:7]=[N+]=[N-])([CH3:4])([CH3:3])[CH3:2].[Sn](Cl)Cl.[CH3:14][O:15][C:16](=[O:27])[CH2:17][C:18]1[CH:23]=[CH:22][C:21]([CH:24]=[O:25])=[C:20]([Cl:26])[CH:19]=1. Product: [C:1]([O:5][C:6](=[O:10])[CH2:7][C:24]([C:21]1[CH:22]=[CH:23][C:18]([CH2:17][C:16]([O:15][CH3:14])=[O:27])=[CH:19][C:20]=1[Cl:26])=[O:25])([CH3:4])([CH3:3])[CH3:2]. The catalyst class is: 448. (2) Reactant: [OH:1][CH2:2][C:3]([CH3:10])([CH3:9])[C:4](=[O:8])[CH2:5][C:6]#[N:7].[OH-].[Na+].Cl.[NH2:14]O.Cl. Product: [NH2:7][C:6]1[CH:5]=[C:4]([C:3]([CH3:10])([CH3:9])[CH2:2][OH:1])[O:8][N:14]=1. The catalyst class is: 40.